Task: Predict the reactants needed to synthesize the given product.. Dataset: Full USPTO retrosynthesis dataset with 1.9M reactions from patents (1976-2016) (1) Given the product [O:15]1[C:19]2[CH:20]=[CH:21][C:22]([C:24]3([C:27]([NH:29][C:30]4[CH:35]=[N:34][CH:33]=[C:32]([CH2:2][C:3]5[CH:8]=[CH:7][CH:6]=[CH:5][CH:4]=5)[N:31]=4)=[O:28])[CH2:26][CH2:25]3)=[CH:23][C:18]=2[O:17][CH2:16]1, predict the reactants needed to synthesize it. The reactants are: [Br-].[CH2:2]([Zn+])[C:3]1[CH:8]=[CH:7][CH:6]=[CH:5][CH:4]=1.C1COCC1.[O:15]1[C:19]2[CH:20]=[CH:21][C:22]([C:24]3([C:27]([NH:29][C:30]4[CH:35]=[N:34][CH:33]=[C:32](Cl)[N:31]=4)=[O:28])[CH2:26][CH2:25]3)=[CH:23][C:18]=2[O:17][CH2:16]1. (2) The reactants are: Cl.NCCCCCC(N1C[C@@H](S)[C@H](NS(C2C=CC(OC3C=CC=CC=3)=CC=2)(=O)=O)C1)=O.Cl.[C:34]([N:41]1[CH2:45][C@@H:44]([S:46][C:47]([CH3:50])([CH3:49])[CH3:48])[C@H:43]([NH:51][S:52]([C:55]2[CH:60]=[CH:59][C:58]([O:61][C:62]3[CH:67]=[CH:66][CH:65]=[CH:64][CH:63]=3)=[CH:57][CH:56]=2)(=[O:54])=[O:53])[CH2:42]1)(OC(C)(C)C)=[O:35].C(N(CC)CC)C.C1C=CC2N(O)N=NC=2C=1.O.[C:86]([O:90][C:91]([NH:93][CH2:94][CH2:95][CH2:96][CH2:97][CH2:98]C(O)=O)=[O:92])([CH3:89])([CH3:88])[CH3:87].C1CCC(N=C=NC2CCCCC2)CC1. Given the product [C:86]([O:90][C:91]([NH:93][CH2:94][CH2:95][CH2:96][CH2:97][CH2:98][C:34]([N:41]1[CH2:45][C@@H:44]([S:46][C:47]([CH3:49])([CH3:48])[CH3:50])[C@H:43]([NH:51][S:52]([C:55]2[CH:60]=[CH:59][C:58]([O:61][C:62]3[CH:63]=[CH:64][CH:65]=[CH:66][CH:67]=3)=[CH:57][CH:56]=2)(=[O:53])=[O:54])[CH2:42]1)=[O:35])=[O:92])([CH3:89])([CH3:88])[CH3:87], predict the reactants needed to synthesize it. (3) Given the product [CH:14]1([CH:2]([NH:20][C:21]2[CH:22]=[CH:23][C:24]([C:27]([NH:29][CH2:30][CH2:31][C:32]([OH:34])=[O:33])=[O:28])=[CH:25][CH:26]=2)[C:3]2[O:4][C:5]3[CH:11]=[CH:10][C:9]([O:12][CH3:13])=[CH:8][C:6]=3[CH:7]=2)[CH2:19][CH2:18][CH2:17][CH2:16][CH2:15]1, predict the reactants needed to synthesize it. The reactants are: Cl[CH:2]([CH:14]1[CH2:19][CH2:18][CH2:17][CH2:16][CH2:15]1)[C:3]1[O:4][C:5]2[CH:11]=[CH:10][C:9]([O:12][CH3:13])=[CH:8][C:6]=2[CH:7]=1.[NH2:20][C:21]1[CH:26]=[CH:25][C:24]([C:27]([NH:29][CH2:30][CH2:31][C:32]([O:34]CC)=[O:33])=[O:28])=[CH:23][CH:22]=1.[I-].[Na+].C(=O)([O-])[O-].[Na+].[Na+].Cl.[OH-].[Na+]. (4) Given the product [CH2:1]([O:3][C:4](=[O:22])[C:5]([CH3:21])([O:14][C:15]1[CH:20]=[CH:19][CH:18]=[CH:17][CH:16]=1)[CH2:6][C:7]1[CH:12]=[CH:11][C:10]([O:13][CH2:35][CH2:34][C:25]2[N:26]=[C:27]([C:29]3[S:30][CH:31]=[CH:32][CH:33]=3)[O:28][C:24]=2[CH3:23])=[CH:9][CH:8]=1)[CH3:2], predict the reactants needed to synthesize it. The reactants are: [CH2:1]([O:3][C:4](=[O:22])[C:5]([CH3:21])([O:14][C:15]1[CH:20]=[CH:19][CH:18]=[CH:17][CH:16]=1)[CH2:6][C:7]1[CH:12]=[CH:11][C:10]([OH:13])=[CH:9][CH:8]=1)[CH3:2].[CH3:23][C:24]1[O:28][C:27]([C:29]2[S:30][CH:31]=[CH:32][CH:33]=2)=[N:26][C:25]=1[CH2:34][CH2:35]OS(C1C=CC(C)=CC=1)(=O)=O. (5) Given the product [Cl:1][C:2]1[CH:3]=[C:4]([C:9]2([C:10]#[N:11])[CH2:14][CH:16]2[CH2:17][OH:18])[CH:5]=[CH:6][C:7]=1[Cl:8], predict the reactants needed to synthesize it. The reactants are: [Cl:1][C:2]1[CH:3]=[C:4]([CH2:9][C:10]#[N:11])[CH:5]=[CH:6][C:7]=1[Cl:8].[NH2-].[Na+].[CH2:14]([CH:16]1[O:18][CH2:17]1)Cl.[Cl-].N. (6) Given the product [CH2:1]([O:8][C:9]1[C:16]([N+:18]([O-:20])=[O:19])=[CH:15][C:12]([CH:13]=[O:14])=[C:11]([OH:17])[CH:10]=1)[C:2]1[CH:3]=[CH:4][CH:5]=[CH:6][CH:7]=1, predict the reactants needed to synthesize it. The reactants are: [CH2:1]([O:8][C:9]1[CH:16]=[CH:15][C:12]([CH:13]=[O:14])=[C:11]([OH:17])[CH:10]=1)[C:2]1[CH:7]=[CH:6][CH:5]=[CH:4][CH:3]=1.[N+:18]([O-])([OH:20])=[O:19].O. (7) Given the product [CH:21]([O:23][CH:9]([CH3:8])[CH3:10])([CH3:24])[CH3:22].[F:13][C:8]1[CH:7]=[C:6]([CH3:14])[C:5]([S:4][CH2:3][C:2]([F:1])([F:15])[F:16])=[CH:10][C:9]=1[NH:11][NH:12][C:17](=[O:19])[CH3:18], predict the reactants needed to synthesize it. The reactants are: [F:1][C:2]([F:16])([F:15])[CH2:3][S:4][C:5]1[C:6]([CH3:14])=[CH:7][C:8]([F:13])=[C:9]([NH:11][NH2:12])[CH:10]=1.[C:17](O[C:21](=[O:23])[CH3:22])(=[O:19])[CH3:18].[CH2:24](OCC)C.